This data is from Full USPTO retrosynthesis dataset with 1.9M reactions from patents (1976-2016). The task is: Predict the reactants needed to synthesize the given product. (1) Given the product [CH:1]([C:4]1[CH:5]=[CH:6][C:7]([C@H:10]2[C:14]3[C:15]([CH3:21])=[C:16]([NH:20][C:32](=[O:31])[CH2:33][C:26]([CH3:25])([CH3:27])[CH3:34])[C:17]([CH3:19])=[CH:18][C:13]=3[O:12][CH2:11]2)=[CH:8][CH:9]=1)([CH3:3])[CH3:2], predict the reactants needed to synthesize it. The reactants are: [CH:1]([C:4]1[CH:9]=[CH:8][C:7]([C@H:10]2[C:14]3[C:15]([CH3:21])=[C:16]([NH2:20])[C:17]([CH3:19])=[CH:18][C:13]=3[O:12][CH2:11]2)=[CH:6][CH:5]=1)([CH3:3])[CH3:2].CCC[CH2:25][CH2:26][CH3:27].C([O:31][CH2:32][CH3:33])(=O)C.[CH:34](Cl)(Cl)Cl. (2) Given the product [CH3:36][C:37]1[CH:43]=[CH:42][C:41]([N+:44]([O-:46])=[O:45])=[CH:40][C:38]=1[NH:39][C:22](=[O:23])[C:21]1[CH:25]=[CH:26][C:18]([NH:17][C:9]2[N:8]=[C:7]([C:1]3[CH:6]=[CH:5][CH:4]=[CH:3][CH:2]=3)[C:16]3[C:11](=[CH:12][CH:13]=[CH:14][CH:15]=3)[N:10]=2)=[CH:19][CH:20]=1, predict the reactants needed to synthesize it. The reactants are: [C:1]1([C:7]2[C:16]3[C:11](=[CH:12][CH:13]=[CH:14][CH:15]=3)[N:10]=[C:9]([NH:17][C:18]3[CH:26]=[CH:25][C:21]([C:22](Cl)=[O:23])=[CH:20][CH:19]=3)[N:8]=2)[CH:6]=[CH:5][CH:4]=[CH:3][CH:2]=1.CCN(C(C)C)C(C)C.[CH3:36][C:37]1[CH:43]=[CH:42][C:41]([N+:44]([O-:46])=[O:45])=[CH:40][C:38]=1[NH2:39]. (3) Given the product [F:1][C:2]1[CH:3]=[C:4]([CH2:5][OH:6])[CH:7]=[C:8]([F:10])[CH:9]=1, predict the reactants needed to synthesize it. The reactants are: [F:1][C:2]1[CH:3]=[C:4]([CH:7]=[C:8]([F:10])[CH:9]=1)[CH:5]=[O:6].[BH4-].[Na+]. (4) The reactants are: [CH3:1][CH:2]([CH3:37])[CH2:3][CH:4]([C:21]1[CH:26]=[CH:25][C:24]([C:27]2[CH:32]=[CH:31][C:30]([C:33]([F:36])([F:35])[F:34])=[CH:29][CH:28]=2)=[CH:23][CH:22]=1)[O:5][C:6]1[CH:20]=[CH:19][C:9]([C:10]([NH:12][CH2:13][CH2:14][C:15]([O:17]C)=[O:16])=[O:11])=[CH:8][N:7]=1. Given the product [CH3:1][CH:2]([CH3:37])[CH2:3][CH:4]([C:21]1[CH:26]=[CH:25][C:24]([C:27]2[CH:28]=[CH:29][C:30]([C:33]([F:36])([F:34])[F:35])=[CH:31][CH:32]=2)=[CH:23][CH:22]=1)[O:5][C:6]1[CH:20]=[CH:19][C:9]([C:10]([NH:12][CH2:13][CH2:14][C:15]([OH:17])=[O:16])=[O:11])=[CH:8][N:7]=1, predict the reactants needed to synthesize it.